From a dataset of Reaction yield outcomes from USPTO patents with 853,638 reactions. Predict the reaction yield, written as a fraction of the theoretical maximum amount of product (1.0 means a 100% yield; for example, 0.34 means a 34% yield). (1) The reactants are [CH3:1][O:2][C:3]1[C:4]([CH2:9][C:10]([NH:12][C:13]2[CH:18]=[CH:17][CH:16]=[C:15]([B:19]3[O:23][C:22]([CH3:25])([CH3:24])[C:21]([CH3:27])([CH3:26])[O:20]3)[C:14]=2[CH3:28])=[O:11])=[N:5][CH:6]=[CH:7][CH:8]=1.C1N=CN([C:34](N2C=NC=C2)=[O:35])C=1. The catalyst is C1(C)C=CC=CC=1. The product is [CH3:1][O:2][C:3]1[C:4]2[N:5]([C:34](=[O:35])[N:12]([C:13]3[CH:18]=[CH:17][CH:16]=[C:15]([B:19]4[O:23][C:22]([CH3:24])([CH3:25])[C:21]([CH3:27])([CH3:26])[O:20]4)[C:14]=3[CH3:28])[C:10](=[O:11])[CH:9]=2)[CH:6]=[CH:7][CH:8]=1. The yield is 0.370. (2) The reactants are [C:1]([O:5][C:6](=[O:22])[NH:7][C:8]1[C:13]([N:14]2[C:18]([CH3:19])=[CH:17][C:16]([CH3:20])=[N:15]2)=[N:12][C:11](Br)=[CH:10][N:9]=1)([CH3:4])([CH3:3])[CH3:2].[Cl:23][C:24]1[CH:30]=[CH:29][C:27]([NH2:28])=[CH:26][CH:25]=1.C(=O)([O-])[O-].[Cs+].[Cs+]. The catalyst is O1CCOCC1.C1(P(C2C=CC=CC=2)[C-]2C=CC=C2)C=CC=CC=1.[C-]1(P(C2C=CC=CC=2)C2C=CC=CC=2)C=CC=C1.[Fe+2]. The product is [C:1]([O:5][C:6](=[O:22])[NH:7][C:8]1[C:13]([N:14]2[C:18]([CH3:19])=[CH:17][C:16]([CH3:20])=[N:15]2)=[N:12][C:11]([NH:28][C:27]2[CH:29]=[CH:30][C:24]([Cl:23])=[CH:25][CH:26]=2)=[CH:10][N:9]=1)([CH3:4])([CH3:3])[CH3:2]. The yield is 0.430. (3) The reactants are Cl[S:2]([C:5]1[CH:14]=[CH:13][C:12]2[NH:11][C:10](=[O:15])[C:9]3[NH:16][CH:17]=[C:18]([C:19]([OH:21])=[O:20])[C:8]=3[C:7]=2[CH:6]=1)(=[O:4])=[O:3].[CH3:22][O:23][C:24]1[CH:30]=[CH:29][C:27]([NH2:28])=[CH:26][CH:25]=1. No catalyst specified. The product is [CH3:22][O:23][C:24]1[CH:30]=[CH:29][C:27]([NH:28][S:2]([C:5]2[CH:14]=[CH:13][C:12]3[NH:11][C:10](=[O:15])[C:9]4[NH:16][CH:17]=[CH:18][C:8]=4[C:7]=3[CH:6]=2)(=[O:3])=[O:4])=[CH:26][CH:25]=1.[CH2:18]([C:19]([O-:21])=[O:20])[CH3:17]. The yield is 0.100.